This data is from Full USPTO retrosynthesis dataset with 1.9M reactions from patents (1976-2016). The task is: Predict the reactants needed to synthesize the given product. Given the product [C:1]([C:3]1[CH:8]=[CH:7][C:6]([S:9]([NH2:12])(=[O:10])=[O:11])=[C:5]([NH:13][S:14]([CH2:17][CH2:18][C:19]2[CH:24]=[CH:23][C:22]([Cl:25])=[C:21]([Cl:26])[CH:20]=2)(=[O:16])=[O:15])[CH:4]=1)#[N:2], predict the reactants needed to synthesize it. The reactants are: [C:1]([C:3]1[CH:8]=[CH:7][C:6]([S:9]([NH2:12])(=[O:11])=[O:10])=[C:5]([NH:13][S:14](/[CH:17]=[CH:18]/[C:19]2[CH:24]=[CH:23][C:22]([Cl:25])=[C:21]([Cl:26])[CH:20]=2)(=[O:16])=[O:15])[CH:4]=1)#[N:2].C([O-])(=O)C.[Na+].C1(C)C=CC(S(NN)(=O)=O)=CC=1.